This data is from Full USPTO retrosynthesis dataset with 1.9M reactions from patents (1976-2016). The task is: Predict the reactants needed to synthesize the given product. (1) Given the product [CH2:1]([N:8]1[CH2:9][C:10]2[NH:16][C:19]3[CH2:20][CH2:21][S:17](=[O:24])(=[O:23])[C:18]=3[CH:29]([C:28]3[CH:31]=[CH:32][C:33]([F:34])=[C:26]([Br:25])[CH:27]=3)[C:11]=2[C:12](=[O:14])[CH2:13]1)[C:2]1[CH:3]=[CH:4][CH:5]=[CH:6][CH:7]=1, predict the reactants needed to synthesize it. The reactants are: [CH2:1]([N:8]1[CH2:13][C:12](=[O:14])[CH2:11][C:10](=O)[CH2:9]1)[C:2]1[CH:7]=[CH:6][CH:5]=[CH:4][CH:3]=1.[NH3:16].[S:17]1(=[O:24])(=[O:23])[CH2:21][CH2:20][C:19](=O)[CH2:18]1.[Br:25][C:26]1[CH:27]=[C:28]([CH:31]=[CH:32][C:33]=1[F:34])[CH:29]=O. (2) Given the product [F:1][C:2]1[C:7]([F:8])=[CH:6][CH:5]=[CH:4][C:3]=1[CH2:9][CH2:10][C:11]1[CH:16]=[C:15]([OH:17])[N:14]2[N:18]=[C:19]([C:21]#[N:22])[CH:20]=[C:13]2[N:12]=1, predict the reactants needed to synthesize it. The reactants are: [F:1][C:2]1[C:7]([F:8])=[CH:6][CH:5]=[CH:4][C:3]=1[CH2:9][CH2:10][C:11]1[CH:16]=[C:15]([OH:17])[N:14]2[N:18]=[C:19]([CH:21]=[N:22]O)[CH:20]=[C:13]2[N:12]=1.C([O-])(=O)C.[Na+]. (3) Given the product [CH3:26][C:23]1([CH3:27])[O:22][CH:21]([CH2:20][O:40][C:15]2[CH:14]=[CH:13][CH:12]=[CH:11][C:10]=2[C:8]2([OH:9])[CH:5]=[CH:4][C:18]([CH:30]=[O:31])=[CH:17][CH2:7]2)[CH2:25][O:24]1, predict the reactants needed to synthesize it. The reactants are: [H-].[Na+].O[C:4]1[CH:18]=[CH:17][C:7]([C:8]([C:10]2[CH:15]=[CH:14][C:13](O)=[CH:12][CH:11]=2)=[O:9])=C[CH:5]=1.Cl[CH2:20][C@H:21]1[CH2:25][O:24][C:23]([CH3:27])([CH3:26])[O:22]1.ClC[C@@H:30]1COC(C)(C)[O:31]1.CN(C)C=[O:40]. (4) Given the product [C:1]([O:5][C:6]([N:8]1[CH2:13][CH2:12][N:11]([CH:14]([C:22](=[O:23])[N:37]([CH2:38][CH3:39])[CH2:35][CH3:36])[C:15]2[CH:20]=[CH:19][CH:18]=[CH:17][C:16]=2[CH3:21])[CH2:10][CH2:9]1)=[O:7])([CH3:2])([CH3:4])[CH3:3], predict the reactants needed to synthesize it. The reactants are: [C:1]([O:5][C:6]([N:8]1[CH2:13][CH2:12][N:11]([CH:14]([C:22](O)=[O:23])[C:15]2[CH:20]=[CH:19][CH:18]=[CH:17][C:16]=2[CH3:21])[CH2:10][CH2:9]1)=[O:7])([CH3:4])([CH3:3])[CH3:2].C(P(=O)(OCC)OCC)#N.[CH2:35]([NH:37][CH2:38][CH3:39])[CH3:36]. (5) Given the product [CH2:18]([O:17][C:15]([N:13]1[CH2:14][CH:9]([NH:8][C:6]([O:5][C:1]([CH3:3])([CH3:4])[CH3:2])=[O:7])[CH2:10][CH:11]([C:25]([OH:27])=[O:26])[CH2:12]1)=[O:16])[C:19]1[CH:20]=[CH:21][CH:22]=[CH:23][CH:24]=1, predict the reactants needed to synthesize it. The reactants are: [C:1]([O:5][C:6]([NH:8][CH:9]1[CH2:14][N:13]([C:15]([O:17][CH2:18][C:19]2[CH:24]=[CH:23][CH:22]=[CH:21][CH:20]=2)=[O:16])[CH2:12][CH:11]([C:25]([O:27]C)=[O:26])[CH2:10]1)=[O:7])([CH3:4])([CH3:3])[CH3:2].O[Li].O. (6) Given the product [CH:23]1([CH:26]([C:33]2[CH:38]=[CH:37][N:36]=[C:35]([O:39][CH2:2][C:3]3[CH:8]=[N:7][C:6]([C:9]4[CH:14]=[C:13]([O:15][CH3:16])[CH:12]=[CH:11][C:10]=4[F:17])=[C:5]([CH2:18][C:19]([CH3:22])([CH3:21])[CH3:20])[CH:4]=3)[CH:34]=2)[CH2:27][C:28]([O:30][CH2:31][CH3:32])=[O:29])[CH2:25][CH2:24]1, predict the reactants needed to synthesize it. The reactants are: Br[CH2:2][C:3]1[CH:4]=[C:5]([CH2:18][C:19]([CH3:22])([CH3:21])[CH3:20])[C:6]([C:9]2[CH:14]=[C:13]([O:15][CH3:16])[CH:12]=[CH:11][C:10]=2[F:17])=[N:7][CH:8]=1.[CH:23]1([CH:26]([C:33]2[CH:38]=[CH:37][N:36]=[C:35]([OH:39])[CH:34]=2)[CH2:27][C:28]([O:30][CH2:31][CH3:32])=[O:29])[CH2:25][CH2:24]1. (7) Given the product [CH3:9][C:10]([CH3:22])([CH3:21])[C:11]([NH:13][C:14]1[N:19]=[C:18](/[CH:20]=[CH:37]/[C:36]2[N:35]3[C:31]([S:32][CH:33]=[CH:34]3)=[N:30][C:29]=2[C:23]2[CH:24]=[CH:25][CH:26]=[CH:27][CH:28]=2)[CH:17]=[CH:16][N:15]=1)=[O:12], predict the reactants needed to synthesize it. The reactants are: [Li+].CC([N-]C(C)C)C.[CH3:9][C:10]([CH3:22])([CH3:21])[C:11]([NH:13][C:14]1[N:19]=[C:18]([CH3:20])[CH:17]=[CH:16][N:15]=1)=[O:12].[C:23]1([C:29]2[N:30]=[C:31]3[N:35]([C:36]=2[CH:37]=O)[CH:34]=[CH:33][S:32]3)[CH:28]=[CH:27][CH:26]=[CH:25][CH:24]=1.Cl. (8) Given the product [OH:22][C:23]1([C:39]([F:42])([F:41])[F:40])[CH2:28][C:27](=[O:29])[NH:26][C:25]2[NH:30][N:31]=[C:32]([CH:33]3[CH2:34][CH2:35][N:36]([C:11]4[N:12]=[N:13][C:14]([C:17]([F:20])([F:19])[F:18])=[CH:15][CH:16]=4)[CH2:37][CH2:38]3)[C:24]1=2, predict the reactants needed to synthesize it. The reactants are: C(N(CC)C(C)C)(C)C.Cl[C:11]1[N:12]=[N:13][C:14]([C:17]([F:20])([F:19])[F:18])=[CH:15][CH:16]=1.Cl.[OH:22][C:23]1([C:39]([F:42])([F:41])[F:40])[CH2:28][C:27](=[O:29])[NH:26][C:25]2[NH:30][N:31]=[C:32]([CH:33]3[CH2:38][CH2:37][NH:36][CH2:35][CH2:34]3)[C:24]1=2.